Dataset: Catalyst prediction with 721,799 reactions and 888 catalyst types from USPTO. Task: Predict which catalyst facilitates the given reaction. Reactant: [CH2:1]([C:5]12[CH2:17][CH2:16][C:15](=[O:18])[C:14]([CH3:19])=[C:13]1[C:12]1[C:7](=[CH:8][C:9]([O:20][CH2:21][O:22][CH3:23])=[CH:10][CH:11]=1)[CH2:6]2)[CH2:2][CH2:3][CH3:4].[Li+].[CH3:25][CH:26]([N-]C(C)C)[CH3:27].C(=O)=O.CC(C)=O.C(Br)C=C.Cl. Product: [CH2:27]([CH:16]1[C:15](=[O:18])[C:14]([CH3:19])=[C:13]2[C:5]([CH2:1][CH2:2][CH2:3][CH3:4])([CH2:6][C:7]3[C:12]2=[CH:11][CH:10]=[C:9]([O:20][CH2:21][O:22][CH3:23])[CH:8]=3)[CH2:17]1)[CH:26]=[CH2:25]. The catalyst class is: 49.